Dataset: Peptide-MHC class II binding affinity with 134,281 pairs from IEDB. Task: Regression. Given a peptide amino acid sequence and an MHC pseudo amino acid sequence, predict their binding affinity value. This is MHC class II binding data. (1) The peptide sequence is EKKYFAATQFEPLDA. The MHC is HLA-DQA10301-DQB10302 with pseudo-sequence HLA-DQA10301-DQB10302. The binding affinity (normalized) is 0.469. (2) The peptide sequence is EKKYFAATQFEPLAE. The MHC is HLA-DQA10101-DQB10501 with pseudo-sequence HLA-DQA10101-DQB10501. The binding affinity (normalized) is 0.448.